From a dataset of NCI-60 drug combinations with 297,098 pairs across 59 cell lines. Regression. Given two drug SMILES strings and cell line genomic features, predict the synergy score measuring deviation from expected non-interaction effect. (1) Drug 1: CC12CCC(CC1=CCC3C2CCC4(C3CC=C4C5=CN=CC=C5)C)O. Drug 2: C1CC(=O)NC(=O)C1N2CC3=C(C2=O)C=CC=C3N. Cell line: MALME-3M. Synergy scores: CSS=7.19, Synergy_ZIP=-1.12, Synergy_Bliss=3.77, Synergy_Loewe=-0.816, Synergy_HSA=2.82. (2) Cell line: HT29. Synergy scores: CSS=78.0, Synergy_ZIP=16.9, Synergy_Bliss=16.9, Synergy_Loewe=21.7, Synergy_HSA=26.8. Drug 1: CCN(CC)CCNC(=O)C1=C(NC(=C1C)C=C2C3=C(C=CC(=C3)F)NC2=O)C. Drug 2: CC(C)(C#N)C1=CC=C(C=C1)N2C3=C4C=C(C=CC4=NC=C3N(C2=O)C)C5=CC6=CC=CC=C6N=C5. (3) Drug 1: CC1=C2C(C(=O)C3(C(CC4C(C3C(C(C2(C)C)(CC1OC(=O)C(C(C5=CC=CC=C5)NC(=O)OC(C)(C)C)O)O)OC(=O)C6=CC=CC=C6)(CO4)OC(=O)C)O)C)O. Drug 2: C1CC(=O)NC(=O)C1N2C(=O)C3=CC=CC=C3C2=O. Cell line: SW-620. Synergy scores: CSS=4.77, Synergy_ZIP=-7.60, Synergy_Bliss=-5.36, Synergy_Loewe=-33.0, Synergy_HSA=-4.92. (4) Drug 1: C1=CC(=CC=C1C#N)C(C2=CC=C(C=C2)C#N)N3C=NC=N3. Drug 2: C1CN(P(=O)(OC1)NCCCl)CCCl. Cell line: SN12C. Synergy scores: CSS=-4.47, Synergy_ZIP=1.03, Synergy_Bliss=-1.81, Synergy_Loewe=-1.00, Synergy_HSA=-5.43. (5) Drug 1: CC1=C(C=C(C=C1)NC(=O)C2=CC=C(C=C2)CN3CCN(CC3)C)NC4=NC=CC(=N4)C5=CN=CC=C5. Drug 2: CN(C(=O)NC(C=O)C(C(C(CO)O)O)O)N=O. Cell line: HT29. Synergy scores: CSS=1.90, Synergy_ZIP=0.724, Synergy_Bliss=0.880, Synergy_Loewe=-3.62, Synergy_HSA=-0.418. (6) Drug 1: CC(C)(C#N)C1=CC(=CC(=C1)CN2C=NC=N2)C(C)(C)C#N. Drug 2: CC1C(C(CC(O1)OC2CC(CC3=C2C(=C4C(=C3O)C(=O)C5=CC=CC=C5C4=O)O)(C(=O)C)O)N)O. Cell line: SNB-75. Synergy scores: CSS=48.8, Synergy_ZIP=2.61, Synergy_Bliss=2.58, Synergy_Loewe=0.231, Synergy_HSA=4.99. (7) Drug 1: C1CN1C2=NC(=NC(=N2)N3CC3)N4CC4. Drug 2: C1C(C(OC1N2C=NC3=C2NC=NCC3O)CO)O. Cell line: HOP-92. Synergy scores: CSS=22.4, Synergy_ZIP=-8.13, Synergy_Bliss=4.82, Synergy_Loewe=-1.59, Synergy_HSA=3.24.